Predict which catalyst facilitates the given reaction. From a dataset of Catalyst prediction with 721,799 reactions and 888 catalyst types from USPTO. (1) Reactant: [C:1]([O:5][C:6]([NH:8][C:9]1[N:10]=[CH:11][C:12]([CH2:15][NH:16][C:17]2[CH:18]=[C:19]([CH:23]=[CH:24][C:25]=2[CH3:26])[C:20]([OH:22])=O)=[N:13][CH:14]=1)=[O:7])([CH3:4])([CH3:3])[CH3:2].[CH3:27][N:28](C(ON1N=NC2C=CC=NC1=2)=[N+](C)C)C.F[P-](F)(F)(F)(F)F.CCN(C(C)C)C(C)C.Cl.CN. Product: [CH3:26][C:25]1[CH:24]=[CH:23][C:19]([C:20](=[O:22])[NH:28][CH3:27])=[CH:18][C:17]=1[NH:16][CH2:15][C:12]1[N:13]=[CH:14][C:9]([NH:8][C:6](=[O:7])[O:5][C:1]([CH3:4])([CH3:3])[CH3:2])=[N:10][CH:11]=1. The catalyst class is: 3. (2) Reactant: [Cl:1][C:2]1[C:7]([CH2:8][C:9]([O:11]CC)=O)=[CH:6][CH:5]=[CH:4][N:3]=1.O.[NH2:15][NH2:16]. Product: [Cl:1][C:2]1[C:7]([CH2:8][C:9]([NH:15][NH2:16])=[O:11])=[CH:6][CH:5]=[CH:4][N:3]=1. The catalyst class is: 5. (3) Reactant: [CH2:1]([C:5]1[C:9]2[CH:10]=[CH:11][CH:12]=[CH:13][C:8]=2[O:7][C:6]=1[C:14](Cl)=[O:15])[CH2:2][CH2:3][CH3:4].[Br:17][C:18]1[C:27]([O:28][CH3:29])=[CH:26][CH:25]=[C:24]2[C:19]=1[CH:20]=[CH:21][C:22]([CH2:30][NH:31][CH3:32])=[CH:23]2.C(N(CC)CC)C. Product: [Br:17][C:18]1[C:27]([O:28][CH3:29])=[CH:26][CH:25]=[C:24]2[C:19]=1[CH:20]=[CH:21][C:22]([CH2:30][N:31]([CH3:32])[C:14]([C:6]1[O:7][C:8]3[CH:13]=[CH:12][CH:11]=[CH:10][C:9]=3[C:5]=1[CH2:1][CH2:2][CH2:3][CH3:4])=[O:15])=[CH:23]2. The catalyst class is: 2. (4) Reactant: [C:1]([OH:5])(=[O:4])[CH:2]=[O:3].[Cl:6][C:7]1[CH:17]=[CH:16][CH:15]=[CH:14][C:8]=1[CH2:9][NH:10][CH2:11][CH2:12]O.O. Product: [OH:4][CH:1]1[O:5][CH2:12][CH2:11][N:10]([CH2:9][C:8]2[CH:14]=[CH:15][CH:16]=[CH:17][C:7]=2[Cl:6])[C:2]1=[O:3]. The catalyst class is: 7. (5) Reactant: [OH:1][C:2]1[CH:3]=[C:4]2[C:9](=[CH:10][CH:11]=1)[N:8]=[C:7]([CH2:12][CH:13]([CH3:15])[CH3:14])[C:6]([CH2:16][NH:17][C:18](=[O:24])[O:19][C:20]([CH3:23])([CH3:22])[CH3:21])=[C:5]2[C:25]1[CH:30]=[CH:29][C:28]([CH3:31])=[CH:27][CH:26]=1.Br[CH2:33][CH2:34][CH2:35][CH2:36][C:37]([O:39][CH2:40][CH3:41])=[O:38].C(=O)([O-])[O-].[K+].[K+].CN(C)C=O. Product: [C:20]([O:19][C:18]([NH:17][CH2:16][C:6]1[C:7]([CH2:12][CH:13]([CH3:15])[CH3:14])=[N:8][C:9]2[C:4]([C:5]=1[C:25]1[CH:26]=[CH:27][C:28]([CH3:31])=[CH:29][CH:30]=1)=[CH:3][C:2]([O:1][CH2:33][CH2:34][CH2:35][CH2:36][C:37]([O:39][CH2:40][CH3:41])=[O:38])=[CH:11][CH:10]=2)=[O:24])([CH3:23])([CH3:21])[CH3:22]. The catalyst class is: 6. (6) Reactant: [Br:1]N1C(=O)NC(=O)N(Br)C1=O.[F:12][C:13]1[CH:18]=[CH:17][C:16]([C:19]2[CH:24]=[CH:23][C:22]([CH:25]=[O:26])=[C:21]([O:27][CH3:28])[CH:20]=2)=[CH:15][CH:14]=1.O. Product: [Br:1][C:24]1[CH:23]=[C:22]([CH:25]=[O:26])[C:21]([O:27][CH3:28])=[CH:20][C:19]=1[C:16]1[CH:15]=[CH:14][C:13]([F:12])=[CH:18][CH:17]=1. The catalyst class is: 3. (7) Reactant: [O:1]1[CH2:6][CH2:5][C:4](=O)[CH2:3][CH2:2]1.[Li+].CC([N-:12]C(C)C)C.[C:16](C#N)(=[O:20])[O:17][CH2:18][CH3:19].[C:23]1([CH3:29])[CH:28]=[CH:27][CH:26]=[CH:25][CH:24]=1. Product: [CH2:29]([NH:12][C:4]1[CH2:5][CH2:6][O:1][CH2:2][C:3]=1[C:16]([O:17][CH2:18][CH3:19])=[O:20])[C:23]1[CH:28]=[CH:27][CH:26]=[CH:25][CH:24]=1. The catalyst class is: 134. (8) Reactant: CC(OI1(OC(C)=O)(OC(C)=O)OC(=O)C2C=CC=CC1=2)=O.[Cl:23][C:24]1[CH:29]=[CH:28][C:27]([C@H:30]2[C@@H:35]([C:36]3[CH:41]=[CH:40][C:39]([Cl:42])=[CH:38][CH:37]=3)[N:34]([C@H:43]([CH2:49][CH2:50][CH3:51])[C:44]([O:46][CH2:47][CH3:48])=[O:45])[C:33](=[O:52])[C@H:32]([CH2:53][CH2:54][CH2:55][OH:56])[O:31]2)=[CH:26][CH:25]=1. Product: [Cl:23][C:24]1[CH:29]=[CH:28][C:27]([C@H:30]2[C@@H:35]([C:36]3[CH:37]=[CH:38][C:39]([Cl:42])=[CH:40][CH:41]=3)[N:34]([C@H:43]([CH2:49][CH2:50][CH3:51])[C:44]([O:46][CH2:47][CH3:48])=[O:45])[C:33](=[O:52])[C@H:32]([CH2:53][CH2:54][CH:55]=[O:56])[O:31]2)=[CH:26][CH:25]=1. The catalyst class is: 232.